This data is from Forward reaction prediction with 1.9M reactions from USPTO patents (1976-2016). The task is: Predict the product of the given reaction. (1) The product is: [CH3:15][O:14][C:12](=[O:13])[CH2:11][N:10]1[CH:9]=[C:8]([C:5]2[CH:6]=[CH:7][C:2]([Cl:1])=[CH:3][CH:4]=2)[NH:17][C:18]1=[O:19]. Given the reactants [Cl:1][C:2]1[CH:7]=[CH:6][C:5]([C:8](=O)[CH2:9][NH:10][CH2:11][C:12]([O:14][CH3:15])=[O:13])=[CH:4][CH:3]=1.[N-:17]=[C:18]=[O:19].[K+], predict the reaction product. (2) Given the reactants C(NC(C)C)(C)C.C([Li])CCC.[F:13][C:14]1[CH:32]=[CH:31][C:17]([C:18]([NH:20][CH:21]([C:26]2[S:27][CH:28]=[CH:29][CH:30]=2)[C:22]([O:24]C)=O)=[O:19])=[CH:16][CH:15]=1.[Cl-].[NH4+].[C:35]([O:38][CH2:39][CH3:40])(=[O:37])[CH3:36], predict the reaction product. The product is: [F:13][C:14]1[CH:15]=[CH:16][C:17]([C:18]([NH:20][CH:21]([C:26]2[S:27][CH:28]=[CH:29][CH:30]=2)[C:22](=[O:24])[CH2:36][C:35]([O:38][CH2:39][CH3:40])=[O:37])=[O:19])=[CH:31][CH:32]=1. (3) Given the reactants [CH:1]1[C:14]2[C:5](=[CH:6][C:7]3[C:12]([C:13]=2[C:15]2[CH:20]=[C:19]([C:21]4[C:30]5[C:25](=[CH:26][CH:27]=[CH:28][CH:29]=5)[CH:24]=[CH:23][CH:22]=4)[C:18]([C:31]4[N:36]=[CH:35][CH:34]=[CH:33][N:32]=4)=[CH:17][CH:16]=2)=[CH:11][CH:10]=[CH:9][CH:8]=3)[CH:4]=[CH:3][CH:2]=1.[Br:37]N1C(=O)CCC1=O, predict the reaction product. The product is: [Br:37][C:6]1[C:5]2[C:14](=[CH:1][CH:2]=[CH:3][CH:4]=2)[C:13]([C:15]2[CH:20]=[C:19]([C:21]3[C:30]4[C:25](=[CH:26][CH:27]=[CH:28][CH:29]=4)[CH:24]=[CH:23][CH:22]=3)[C:18]([C:31]3[N:32]=[CH:33][CH:34]=[CH:35][N:36]=3)=[CH:17][CH:16]=2)=[C:12]2[C:7]=1[CH:8]=[CH:9][CH:10]=[CH:11]2. (4) The product is: [CH3:17][N:18]([CH3:20])/[CH:19]=[CH:1]/[C:2]1[CH:11]=[CH:10][C:5]([C:6]([O:8][CH3:9])=[O:7])=[CH:4][C:3]=1[N+:12]([O-:14])=[O:13]. Given the reactants [CH3:1][C:2]1[CH:11]=[CH:10][C:5]([C:6]([O:8][CH3:9])=[O:7])=[CH:4][C:3]=1[N+:12]([O-:14])=[O:13].CO[CH:17](OC)[N:18]([CH3:20])[CH3:19], predict the reaction product.